Task: Predict the reactants needed to synthesize the given product.. Dataset: Full USPTO retrosynthesis dataset with 1.9M reactions from patents (1976-2016) (1) Given the product [Cl:8][C:6]1[N:5]=[C:4]([CH3:9])[N:3]=[C:2]([N:27]2[C:28]3[C:24](=[CH:23][C:22]([C:20]([NH:19][CH2:18][C:13]4[CH:14]=[CH:15][CH:16]=[CH:17][C:12]=4[C:11]([F:10])([F:31])[F:32])=[O:21])=[CH:30][CH:29]=3)[CH2:25][CH2:26]2)[CH:7]=1, predict the reactants needed to synthesize it. The reactants are: Cl[C:2]1[CH:7]=[C:6]([Cl:8])[N:5]=[C:4]([CH3:9])[N:3]=1.[F:10][C:11]([F:32])([F:31])[C:12]1[CH:17]=[CH:16][CH:15]=[CH:14][C:13]=1[CH2:18][NH:19][C:20]([C:22]1[CH:23]=[C:24]2[C:28](=[CH:29][CH:30]=1)[NH:27][CH2:26][CH2:25]2)=[O:21].O1CCOCC1. (2) Given the product [CH2:29]([O:21][C:6]1[CH:7]=[C:8]([C:11]2[CH:16]=[CH:15][C:14]([S:17]([CH3:20])(=[O:18])=[O:19])=[CH:13][CH:12]=2)[CH:9]=[CH:10][C:5]=1[O:4][CH:1]([CH3:3])[CH3:2])[CH2:30][CH2:31][CH3:32], predict the reactants needed to synthesize it. The reactants are: [CH:1]([O:4][C:5]1[CH:10]=[CH:9][C:8]([C:11]2[CH:16]=[CH:15][C:14]([S:17]([CH3:20])(=[O:19])=[O:18])=[CH:13][CH:12]=2)=[CH:7][C:6]=1[OH:21])([CH3:3])[CH3:2].C(=O)([O-])[O-].[K+].[K+].[I-].[CH3:29][CH2:30][CH2:31][CH3:32]. (3) Given the product [CH2:8]([CH2:2][CH:1]=[O:4])[CH2:7][C:6]1[CH:11]=[CH:8][CH:7]=[CH:6][CH:11]=1, predict the reactants needed to synthesize it. The reactants are: [C:1]([O-:4])(=O)[CH3:2].[Na+].[CH2:6]1[C:11](=O)N(Br)[C:8](=O)[CH2:7]1. (4) The reactants are: [CH2:1]([NH:8][C:9]1[CH:14]=[CH:13][C:12]([S:15][C:16]2[CH:21]=[CH:20][C:19]([CH2:22][C:23]([O:25]CC)=[O:24])=[CH:18][CH:17]=2)=[CH:11][CH:10]=1)[CH2:2][CH2:3][CH2:4][CH2:5][CH2:6][CH3:7].[OH-].[Na+].O.C(O)C. Given the product [CH2:1]([NH:8][C:9]1[CH:14]=[CH:13][C:12]([S:15][C:16]2[CH:21]=[CH:20][C:19]([CH2:22][C:23]([OH:25])=[O:24])=[CH:18][CH:17]=2)=[CH:11][CH:10]=1)[CH2:2][CH2:3][CH2:4][CH2:5][CH2:6][CH3:7], predict the reactants needed to synthesize it.